Dataset: Drug half-life prediction data from Obach et al.. Task: Regression/Classification. Given a drug SMILES string, predict its absorption, distribution, metabolism, or excretion properties. Task type varies by dataset: regression for continuous measurements (e.g., permeability, clearance, half-life) or binary classification for categorical outcomes (e.g., BBB penetration, CYP inhibition). For this dataset (half_life_obach), we predict log10(half-life) (log10 of half-life in hours). The drug is COCC(=O)Nc1c(I)c(C(=O)NCC(O)CO)c(I)c(C(=O)N(C)CC(O)CO)c1I. The log10(half-life) is 0.410.